Regression. Given a peptide amino acid sequence and an MHC pseudo amino acid sequence, predict their binding affinity value. This is MHC class I binding data. From a dataset of Peptide-MHC class I binding affinity with 185,985 pairs from IEDB/IMGT. The peptide sequence is VLMAVHCM. The MHC is Mamu-A02 with pseudo-sequence Mamu-A02. The binding affinity (normalized) is 0.199.